This data is from Full USPTO retrosynthesis dataset with 1.9M reactions from patents (1976-2016). The task is: Predict the reactants needed to synthesize the given product. (1) Given the product [CH:13]([CH:12]([CH:11]=[O:18])[CH2:20][C:1]([O:3][CH2:4][CH3:5])=[O:2])=[O:15], predict the reactants needed to synthesize it. The reactants are: [CH:1]([O:3][CH2:4][CH3:5])=[O:2].[H-].[Na+].C(O[CH:11]([O:18]C)[CH2:12][C:13]([O:15]CC)=O)C.[CH2:20](OCC)C. (2) Given the product [NH2:1][C:4]1[CH:9]=[CH:8][C:7]([S:10]([O:13][C:14]2[CH:19]=[CH:18][C:17]([CH3:20])=[CH:16][CH:15]=2)(=[O:12])=[O:11])=[CH:6][CH:5]=1, predict the reactants needed to synthesize it. The reactants are: [N+:1]([C:4]1[CH:9]=[CH:8][C:7]([S:10]([O:13][C:14]2[CH:19]=[CH:18][C:17]([CH3:20])=[CH:16][CH:15]=2)(=[O:12])=[O:11])=[CH:6][CH:5]=1)([O-])=O.[NH4+].[Cl-]. (3) Given the product [CH2:1]([O:8][C:9](=[O:10])[NH:11][C@@H:12]([C@@H:17]([O:19][CH3:20])[CH3:18])[CH2:13][OH:14])[C:2]1[CH:3]=[CH:4][CH:5]=[CH:6][CH:7]=1, predict the reactants needed to synthesize it. The reactants are: [CH2:1]([O:8][C:9]([NH:11][C@@H:12]([C@@H:17]([O:19][CH3:20])[CH3:18])[C:13](OC)=[O:14])=[O:10])[C:2]1[CH:7]=[CH:6][CH:5]=[CH:4][CH:3]=1.O1CCCC1.[BH4-].[Na+]. (4) Given the product [Cl:19][O:6][N:5]=[CH:4][C:3]1[CH:7]=[C:8]([O:11][CH3:12])[CH:9]=[CH:10][C:2]=1[OH:1], predict the reactants needed to synthesize it. The reactants are: [OH:1][C:2]1[CH:10]=[CH:9][C:8]([O:11][CH3:12])=[CH:7][C:3]=1[CH:4]=[N:5][OH:6].N1C=CC=CC=1.[Cl:19]N1C(=O)CCC1=O. (5) Given the product [CH3:1][S:2]([C:5]1[CH:6]=[C:7]([C:11]2[CH:16]=[CH:15][C:14]([C:17]3[N:21]([CH2:22][C:23]([OH:25])=[O:24])[N:20]=[C:19]([C:28]([F:31])([F:29])[F:30])[CH:18]=3)=[CH:13][CH:12]=2)[CH:8]=[CH:9][CH:10]=1)(=[O:3])=[O:4], predict the reactants needed to synthesize it. The reactants are: [CH3:1][S:2]([C:5]1[CH:6]=[C:7]([C:11]2[CH:16]=[CH:15][C:14]([C:17]3[N:21]([CH2:22][C:23]([O:25]CC)=[O:24])[N:20]=[C:19]([C:28]([F:31])([F:30])[F:29])[CH:18]=3)=[CH:13][CH:12]=2)[CH:8]=[CH:9][CH:10]=1)(=[O:4])=[O:3].[OH-].[Li+]. (6) Given the product [NH2:29][CH:26]1[CH2:27][CH2:28][N:24]([C:21]2[N:22]=[CH:23][C:18]([NH:17][C:5]3[C:4]4[C:9](=[CH:10][CH:11]=[C:2]([C:42]5[CH:43]=[C:38]([Cl:37])[C:39]([OH:54])=[C:40]([Cl:53])[CH:41]=5)[CH:3]=4)[N:8]=[CH:7][C:6]=3[C:12]([CH:14]3[CH2:16][CH2:15]3)=[O:13])=[CH:19][N:20]=2)[CH2:25]1, predict the reactants needed to synthesize it. The reactants are: Br[C:2]1[CH:3]=[C:4]2[C:9](=[CH:10][CH:11]=1)[N:8]=[CH:7][C:6]([C:12]([CH:14]1[CH2:16][CH2:15]1)=[O:13])=[C:5]2[NH:17][C:18]1[CH:19]=[N:20][C:21]([N:24]2[CH2:28][CH2:27][CH:26]([NH:29]C(=O)OC(C)(C)C)[CH2:25]2)=[N:22][CH:23]=1.[Cl:37][C:38]1[CH:43]=[C:42](B2OC(C)(C)C(C)(C)O2)[CH:41]=[C:40]([Cl:53])[C:39]=1[OH:54]. (7) Given the product [Br:1][C:2]1[CH:3]=[CH:4][C:5]2[C:6]3[N:14]=[C:13]([Cl:15])[N:12]=[C:11]([O:19][CH2:18][CH3:17])[C:7]=3[NH:8][C:9]=2[CH:10]=1, predict the reactants needed to synthesize it. The reactants are: [Br:1][C:2]1[CH:3]=[CH:4][C:5]2[C:6]3[N:14]=[C:13]([Cl:15])[N:12]=[C:11](Cl)[C:7]=3[NH:8][C:9]=2[CH:10]=1.[CH3:17][CH2:18][O-:19].[Na+]. (8) Given the product [CH3:38][C:39]1[O:33][N:32]=[C:28]([C:27]2[CH:30]=[CH:31][C:24]([CH2:23][N:3]3[C:4]4[C:9](=[CH:8][CH:7]=[CH:6][CH:5]=4)[C:10]4([C:22]5[C:13](=[CH:14][C:15]6[O:20][CH2:19][CH2:18][O:17][C:16]=6[CH:21]=5)[O:12][CH2:11]4)[C:2]3=[O:1])=[CH:25][CH:26]=2)[N:29]=1, predict the reactants needed to synthesize it. The reactants are: [O:1]=[C:2]1[C:10]2([C:22]3[C:13](=[CH:14][C:15]4[O:20][CH2:19][CH2:18][O:17][C:16]=4[CH:21]=3)[O:12][CH2:11]2)[C:9]2[C:4](=[CH:5][CH:6]=[CH:7][CH:8]=2)[N:3]1[CH2:23][C:24]1[CH:31]=[CH:30][C:27]([C:28]#[N:29])=[CH:26][CH:25]=1.[NH2:32][OH:33].N1[CH:39]=[CH:38]C=CC=1.C(OC(=O)C)(=O)C. (9) Given the product [CH3:1][C:2]1[CH:3]=[N:4][C:5]([CH:8]=[O:9])=[N:6][CH:7]=1, predict the reactants needed to synthesize it. The reactants are: [CH3:1][C:2]1[CH:3]=[N:4][C:5]([CH2:8][OH:9])=[N:6][CH:7]=1. (10) Given the product [F:23][C:24]1[CH:29]=[CH:28][C:27]([C:2]2[N:6]3[CH:7]=[N:8][C:9]([C:11]([F:14])([F:13])[F:12])=[CH:10][C:5]3=[N:4][CH:3]=2)=[CH:26][C:25]=1[C:39]1[C:40]([C:45]#[N:46])=[CH:41][CH:42]=[CH:43][CH:44]=1, predict the reactants needed to synthesize it. The reactants are: Br[C:2]1[N:6]2[CH:7]=[N:8][C:9]([C:11]([F:14])([F:13])[F:12])=[CH:10][C:5]2=[N:4][CH:3]=1.P([O-])([O-])([O-])=O.[K+].[K+].[K+].[F:23][C:24]1[CH:29]=[CH:28][C:27](B2OC(C)(C)C(C)(C)O2)=[CH:26][C:25]=1[C:39]1[C:40]([C:45]#[N:46])=[CH:41][CH:42]=[CH:43][CH:44]=1.